From a dataset of Full USPTO retrosynthesis dataset with 1.9M reactions from patents (1976-2016). Predict the reactants needed to synthesize the given product. (1) Given the product [Cl:23][CH2:5][C:6]1[N:11]=[N:10][C:9]2[N:12]([CH3:15])[CH:13]=[N:14][C:8]=2[C:7]=1[CH2:16][CH2:17][CH3:18], predict the reactants needed to synthesize it. The reactants are: C(O[CH2:5][C:6]1[N:11]=[N:10][C:9]2[N:12]([CH3:15])[CH:13]=[N:14][C:8]=2[C:7]=1[CH2:16][CH2:17][CH3:18])(=O)C.[Li+].[OH-].O=S(Cl)[Cl:23]. (2) Given the product [C:37]([S:39][CH:6]1[CH2:7][N:8]([C:10]2[S:11][CH:12]=[C:13]([C:15](=[O:36])[NH:16][CH:17]3[CH2:22][CH2:21][N:20]([C:23]([O:25][CH2:26][C:27]4[CH:32]=[CH:31][C:30]([N+:33]([O-:35])=[O:34])=[CH:29][CH:28]=4)=[O:24])[CH2:19][CH2:18]3)[N:14]=2)[CH2:9]1)(=[O:40])[CH3:38], predict the reactants needed to synthesize it. The reactants are: CS(O[CH:6]1[CH2:9][N:8]([C:10]2[S:11][CH:12]=[C:13]([C:15](=[O:36])[NH:16][CH:17]3[CH2:22][CH2:21][N:20]([C:23]([O:25][CH2:26][C:27]4[CH:32]=[CH:31][C:30]([N+:33]([O-:35])=[O:34])=[CH:29][CH:28]=4)=[O:24])[CH2:19][CH2:18]3)[N:14]=2)[CH2:7]1)(=O)=O.[C:37]([O-:40])(=[S:39])[CH3:38].[K+]. (3) Given the product [Cl:1][C:2]1[CH:3]=[C:4]([NH:17][C:18]2[C:19]3[C:20](=[CH:24][N:25]([CH2:27][C:28]4[CH:36]=[CH:35][C:31]([C:32]([NH:41][CH2:40][CH2:39][O:38][CH3:37])=[O:34])=[CH:30][CH:29]=4)[N:26]=3)[N:21]=[CH:22][N:23]=2)[CH:5]=[CH:6][C:7]=1[O:8][CH2:9][C:10]1[CH:15]=[CH:14][CH:13]=[C:12]([F:16])[CH:11]=1, predict the reactants needed to synthesize it. The reactants are: [Cl:1][C:2]1[CH:3]=[C:4]([NH:17][C:18]2[C:19]3[C:20](=[CH:24][N:25]([CH2:27][C:28]4[CH:36]=[CH:35][C:31]([C:32]([OH:34])=O)=[CH:30][CH:29]=4)[N:26]=3)[N:21]=[CH:22][N:23]=2)[CH:5]=[CH:6][C:7]=1[O:8][CH2:9][C:10]1[CH:15]=[CH:14][CH:13]=[C:12]([F:16])[CH:11]=1.[CH3:37][O:38][CH2:39][CH2:40][NH2:41].ON1C2C=CC=CC=2N=N1.Cl.CN(C)CCCN=C=NCC. (4) Given the product [F:14][C:15]([F:25])([F:26])[O:16][C:17]1[CH:24]=[CH:23][C:20]([CH2:21][O:22][C:11](=[O:12])[NH:65][CH2:64][C:61]2[S:62][CH:63]=[C:59]([C:57](=[O:58])[NH:56][CH2:55][CH2:54][C:50]3[CH:51]=[CH:52][CH:53]=[C:48]([Cl:47])[CH:49]=3)[N:60]=2)=[CH:19][CH:18]=1, predict the reactants needed to synthesize it. The reactants are: C1C([N+]([O-])=O)=CC=C([Cl-][C:11]([O-])=[O:12])C=1.[F:14][C:15]([F:26])([F:25])[O:16][C:17]1[CH:24]=[CH:23][C:20]([CH2:21][OH:22])=[CH:19][CH:18]=1.N1C=CC=CC=1.[N+](C1C=CC(NC(=O)[O-])=CC=1)([O-])=O.Cl.[Cl:47][C:48]1[CH:49]=[C:50]([CH2:54][CH2:55][NH:56][C:57]([C:59]2[N:60]=[C:61]([CH2:64][NH2:65])[S:62][CH:63]=2)=[O:58])[CH:51]=[CH:52][CH:53]=1.CCN(C(C)C)C(C)C.